Dataset: Reaction yield outcomes from USPTO patents with 853,638 reactions. Task: Predict the reaction yield, written as a fraction of the theoretical maximum amount of product (1.0 means a 100% yield; for example, 0.34 means a 34% yield). (1) The reactants are [CH3:1][O:2][CH:3]1[CH2:5][CH:4]1[C:6]([OH:8])=O.Cl.[NH2:10][C:11]1[N:12]=[C:13]2[CH:18]=[CH:17][C:16]([O:19][C:20]3[CH:21]=[CH:22][C:23]([CH3:36])=[C:24]([NH:26][C:27]([C:29]4[N:33]([CH3:34])[N:32]=[C:31]([CH3:35])[CH:30]=4)=[O:28])[CH:25]=3)=[N:15][N:14]2[CH:37]=1.F[P-](F)(F)(F)(F)F.N1(OC(N(C)C)=[N+](C)C)C2N=CC=CC=2N=N1.C(N(CC)C(C)C)(C)C. The catalyst is CN(C)C=O. The product is [CH3:1][O:2][CH:3]1[CH2:5][CH:4]1[C:6]([NH:10][C:11]1[N:12]=[C:13]2[CH:18]=[CH:17][C:16]([O:19][C:20]3[CH:21]=[CH:22][C:23]([CH3:36])=[C:24]([NH:26][C:27]([C:29]4[N:33]([CH3:34])[N:32]=[C:31]([CH3:35])[CH:30]=4)=[O:28])[CH:25]=3)=[N:15][N:14]2[CH:37]=1)=[O:8]. The yield is 0.350. (2) No catalyst specified. The product is [CH:1]([SiH:4]([CH:14]([CH3:16])[CH3:15])[C:5]1[CH:13]=[CH:12][C:8]([C:9]([NH:19][CH2:20][CH2:21][CH2:22][C:23]([OH:25])=[O:24])=[O:10])=[CH:7][CH:6]=1)([CH3:3])[CH3:2]. The yield is 0.650. The reactants are [CH:1]([SiH:4]([CH:14]([CH3:16])[CH3:15])[C:5]1[CH:13]=[CH:12][C:8]([C:9](Cl)=[O:10])=[CH:7][CH:6]=1)([CH3:3])[CH3:2].[OH-].[Na+].[NH2:19][CH2:20][CH2:21][CH2:22][C:23]([OH:25])=[O:24].Cl. (3) The yield is 0.690. The reactants are [CH3:1][O:2][CH2:3][CH:4]([OH:6])[CH3:5].ClCCl.[CH3:10][C:11]1[CH:16]=[CH:15][C:14]([S:17](Cl)(=[O:19])=[O:18])=[CH:13][CH:12]=1. The catalyst is N1C=CC=CC=1. The product is [CH3:10][C:11]1[CH:16]=[CH:15][C:14]([S:17]([O:6][CH:4]([CH3:5])[CH2:3][O:2][CH3:1])(=[O:19])=[O:18])=[CH:13][CH:12]=1. (4) The reactants are [O:1]1[C:5]2[CH:6]=[CH:7][C:8]([C:10]3([C:13]([NH:15][C:16]4[CH:17]=[C:18]5[C:22](=[CH:23][CH:24]=4)[N:21]([CH2:25][CH2:26][CH2:27][C:28]([OH:30])=O)[C:20]([C:31]([CH3:34])([CH3:33])[CH3:32])=[CH:19]5)=[O:14])[CH2:12][CH2:11]3)=[CH:9][C:4]=2[O:3][CH2:2]1.CCN(CC)CC.CN(C(ON1N=NC2C=CC=CC1=2)=[N+](C)C)C.F[P-](F)(F)(F)(F)F.[CH2:66]([CH2:68][NH2:69])[OH:67]. The catalyst is CN(C=O)C. The product is [O:1]1[C:5]2[CH:6]=[CH:7][C:8]([C:10]3([C:13]([NH:15][C:16]4[CH:17]=[C:18]5[C:22](=[CH:23][CH:24]=4)[N:21]([CH2:25][CH2:26][CH2:27][C:28]([NH:69][CH2:68][CH2:66][OH:67])=[O:30])[C:20]([C:31]([CH3:32])([CH3:34])[CH3:33])=[CH:19]5)=[O:14])[CH2:12][CH2:11]3)=[CH:9][C:4]=2[O:3][CH2:2]1. The yield is 0.640. (5) The reactants are C([N:8]1[CH2:13][CH2:12][N:11]([C:14]2[CH:19]=[CH:18][C:17]([C:20]([F:23])([F:22])[F:21])=[CH:16][N:15]=2)[C@H:10]([CH3:24])[CH2:9]1)C1C=CC=CC=1. The catalyst is C(O)C.[Pd]. The product is [CH3:24][C@@H:10]1[CH2:9][NH:8][CH2:13][CH2:12][N:11]1[C:14]1[CH:19]=[CH:18][C:17]([C:20]([F:23])([F:21])[F:22])=[CH:16][N:15]=1. The yield is 0.990. (6) The reactants are [Br:1][C:2]1[CH:7]=[CH:6][CH:5]=[CH:4][C:3]=1[OH:8].[H-].[Na+].Br[CH2:12][CH2:13][O:14][CH:15]1[CH2:20][CH2:19][CH2:18][CH2:17][O:16]1. The catalyst is CN(C=O)C.C(OCC)(=O)C.O. The product is [Br:1][C:2]1[CH:7]=[CH:6][CH:5]=[CH:4][C:3]=1[O:8][CH2:12][CH2:13][O:14][CH:15]1[CH2:20][CH2:19][CH2:18][CH2:17][O:16]1. The yield is 0.800. (7) The reactants are C([N:4]1[C:12]2[C:7](=[CH:8][CH:9]=[C:10]([NH:13][C:14]([C:16]3[C:25](=[O:26])[C:24]4[C:19](=[CH:20][CH:21]=[CH:22][CH:23]=4)[NH:18][CH:17]=3)=[O:15])[CH:11]=2)[CH2:6][CH2:5]1)(=O)C.[OH-].[Na+]. The catalyst is C(O)C. The product is [NH:4]1[C:12]2[C:7](=[CH:8][CH:9]=[C:10]([NH:13][C:14]([C:16]3[C:25](=[O:26])[C:24]4[C:19](=[CH:20][CH:21]=[CH:22][CH:23]=4)[NH:18][CH:17]=3)=[O:15])[CH:11]=2)[CH2:6][CH2:5]1. The yield is 0.200.